Predict the reactants needed to synthesize the given product. From a dataset of Full USPTO retrosynthesis dataset with 1.9M reactions from patents (1976-2016). (1) Given the product [C:1]([NH:4]/[C:5](=[CH:9]\[O:10][CH3:11])/[C:6]([NH:34][CH2:27][C:28]1[CH:33]=[CH:32][CH:31]=[CH:30][CH:29]=1)=[O:8])(=[O:3])[CH3:2], predict the reactants needed to synthesize it. The reactants are: [C:1]([NH:4]/[C:5](=[CH:9]\[O:10][CH3:11])/[C:6]([OH:8])=O)(=[O:3])[CH3:2].CN1CCOCC1.C(OC(Cl)=O)C(C)C.[CH2:27]([NH2:34])[C:28]1[CH:33]=[CH:32][CH:31]=[CH:30][CH:29]=1. (2) Given the product [C:15]([O:14][C:12]([N:9]1[CH2:8][CH2:7][C:6]([CH2:5][CH2:4][CH2:3][C:2]([OH:25])=[O:1])([C:19]([O:21][CH3:22])=[O:20])[CH2:11][CH2:10]1)=[O:13])([CH3:17])([CH3:18])[CH3:16], predict the reactants needed to synthesize it. The reactants are: [O:1]=[CH:2][CH2:3][CH2:4][CH2:5][C:6]1([C:19]([O:21][CH3:22])=[O:20])[CH2:11][CH2:10][N:9]([C:12]([O:14][C:15]([CH3:18])([CH3:17])[CH3:16])=[O:13])[CH2:8][CH2:7]1.CC(C)=[O:25].OS(O)(=O)=O.O=[Cr](=O)=O. (3) Given the product [C:19]1([C:17]#[C:18][C:2]2[CH:11]=[CH:10][N:9]=[C:8]3[C:3]=2[C:4]2[CH:16]=[CH:15][CH:14]=[CH:13][C:5]=2[C:6](=[O:12])[NH:7]3)[C:28]2[C:23](=[CH:24][CH:25]=[CH:26][CH:27]=2)[CH:22]=[CH:21][CH:20]=1, predict the reactants needed to synthesize it. The reactants are: Cl[C:2]1[CH:11]=[CH:10][N:9]=[C:8]2[C:3]=1[C:4]1[CH:16]=[CH:15][CH:14]=[CH:13][C:5]=1[C:6](=[O:12])[NH:7]2.[C:17]([C:19]1[C:28]2[C:23](=[CH:24][CH:25]=[CH:26][CH:27]=2)[CH:22]=[CH:21][CH:20]=1)#[CH:18]. (4) Given the product [O:18]1[CH2:19][CH2:20][N:15]([C:12]2[CH:13]=[CH:14][C:9]([NH:8][C:4]3[N:5]=[CH:6][N:7]=[C:2]([C:33]4[CH:34]=[CH:35][C:28]([O:27][CH:24]5[CH2:25][CH2:26][O:21][CH2:22][CH2:23]5)=[C:29]([CH:32]=4)[C:30]#[N:31])[N:3]=3)=[CH:10][CH:11]=2)[CH2:16][CH2:17]1, predict the reactants needed to synthesize it. The reactants are: Cl[C:2]1[N:7]=[CH:6][N:5]=[C:4]([NH:8][C:9]2[CH:14]=[CH:13][C:12]([N:15]3[CH2:20][CH2:19][O:18][CH2:17][CH2:16]3)=[CH:11][CH:10]=2)[N:3]=1.[O:21]1[CH2:26][CH2:25][CH:24]([O:27][C:28]2[CH:35]=[CH:34][C:33](B3OC(C)(C)C(C)(C)O3)=[CH:32][C:29]=2[C:30]#[N:31])[CH2:23][CH2:22]1.C1(P(C2C=CC=CC=2)C2C=CC=CC=2)C=CC=CC=1.C(=O)([O-])[O-].[Na+].[Na+]. (5) Given the product [F:16][C:13]([F:14])([F:15])[C:11]1[NH:10][C:9]([C:17]2[CH:22]=[CH:21][C:20]([C:23]3[CH:28]=[CH:27][C:26]([O:29][CH2:30][C:31]([CH3:35])([CH3:36])[C:32]([OH:34])=[O:33])=[CH:25][CH:24]=3)=[CH:19][CH:18]=2)=[N:8][CH:12]=1, predict the reactants needed to synthesize it. The reactants are: C([N:8]1[CH:12]=[C:11]([C:13]([F:16])([F:15])[F:14])[N:10]=[C:9]1[C:17]1[CH:22]=[CH:21][C:20]([C:23]2[CH:28]=[CH:27][C:26]([O:29][CH2:30][C:31]([CH3:36])([CH3:35])[C:32]([OH:34])=[O:33])=[CH:25][CH:24]=2)=[CH:19][CH:18]=1)C1C=CC=CC=1.O1CCCC1. (6) Given the product [NH2:1][C:2]1[N:7]=[CH:6][N:5]=[C:4]2[N:8]([CH:29]3[CH2:34][CH2:33][N:32]([C:35](=[O:46])[CH2:36][NH:37][CH3:38])[CH2:31][CH2:30]3)[N:9]=[C:10]([C:11]3[CH:16]=[CH:15][C:14]([NH:17][C:18]([NH:20][C:21]4[CH:26]=[CH:25][CH:24]=[C:23]([CH3:27])[CH:22]=4)=[O:19])=[C:13]([F:28])[CH:12]=3)[C:3]=12, predict the reactants needed to synthesize it. The reactants are: [NH2:1][C:2]1[N:7]=[CH:6][N:5]=[C:4]2[N:8]([CH:29]3[CH2:34][CH2:33][N:32]([C:35](=[O:46])[CH2:36][N:37](C)[C:38](=O)OC(C)(C)C)[CH2:31][CH2:30]3)[N:9]=[C:10]([C:11]3[CH:16]=[CH:15][C:14]([NH:17][C:18]([NH:20][C:21]4[CH:22]=[C:23]([CH3:27])[CH:24]=[CH:25][CH:26]=4)=[O:19])=[C:13]([F:28])[CH:12]=3)[C:3]=12.Cl.